Dataset: Catalyst prediction with 721,799 reactions and 888 catalyst types from USPTO. Task: Predict which catalyst facilitates the given reaction. (1) Reactant: [CH2:1]([S:5](Cl)(=[O:7])=[O:6])[CH2:2][CH2:3][CH3:4].[C:9]1([O:19][CH3:20])[C:10](=[CH:12][CH:13]=[C:14]([CH:18]=1)[CH2:15][CH:16]=[CH2:17])[OH:11].C(N(CC)CC)C.O. Product: [CH2:1]([S:5]([O:11][C:10]1[CH:12]=[CH:13][C:14]([CH2:15][CH:16]=[CH2:17])=[CH:18][C:9]=1[O:19][CH3:20])(=[O:7])=[O:6])[CH2:2][CH2:3][CH3:4]. The catalyst class is: 4. (2) Reactant: [O:1]=[C:2]1[NH:7][C:6](=[O:8])[CH:5]=[CH:4][N:3]1[C@@H:9]1[O:13][C@H:12]([CH2:14][O:15][P:16]([NH:25][C@@H:26]([CH3:33])[C:27]([O:29][CH:30]([CH3:32])[CH3:31])=[O:28])([O:18][C:19]2[CH:24]=[CH:23][CH:22]=[CH:21][CH:20]=2)=[O:17])[C@@H:11]([OH:34])[C@@:10]1([C:36]#[CH:37])[OH:35].[C:38](OC(=O)C)(=[O:40])[CH3:39].[CH3:45][C:46]([O-])=[O:47].CC(CC(O)=O)=O. Product: [C:38]([O:35][C@:10]1([C:36]#[CH:37])[C@H:11]([O:34][C:46](=[O:47])[CH3:45])[C@@H:12]([CH2:14][O:15][P:16]([NH:25][C@@H:26]([CH3:33])[C:27]([O:29][CH:30]([CH3:31])[CH3:32])=[O:28])([O:18][C:19]2[CH:24]=[CH:23][CH:22]=[CH:21][CH:20]=2)=[O:17])[O:13][C@H:9]1[N:3]1[CH:4]=[CH:5][C:6](=[O:8])[NH:7][C:2]1=[O:1])(=[O:40])[CH3:39]. The catalyst class is: 298. (3) Reactant: [N:1]1[C:10]2[C:5](=[CH:6][C:7]([C:11]([OH:13])=[O:12])=[CH:8][CH:9]=2)[CH:4]=[CH:3][CH:2]=1.O1CCO[CH2:16][CH2:15]1.Cl. Product: [N:1]1[C:10]2[C:5](=[CH:6][C:7]([C:11]([O:13][CH2:15][CH3:16])=[O:12])=[CH:8][CH:9]=2)[CH:4]=[CH:3][CH:2]=1. The catalyst class is: 8. (4) Reactant: CC[O-].[Na+].[CH:5](=O)[C:6]1[CH:11]=[CH:10][CH:9]=[CH:8][CH:7]=1.[CH2:13]([O:15][C:16](=[O:23])[CH2:17][C:18]([O:20][CH2:21][CH3:22])=[O:19])[CH3:14].Cl. Product: [CH2:13]([O:15][C:16](=[O:23])[C:17](=[CH:5][C:6]1[CH:11]=[CH:10][CH:9]=[CH:8][CH:7]=1)[C:18]([O:20][CH2:21][CH3:22])=[O:19])[CH3:14]. The catalyst class is: 8. (5) Reactant: [Cl:1][C:2]1[C:3]2[CH:10]=[C:9]([O:11][CH3:12])[C:8]([OH:13])=[CH:7][C:4]=2[S:5][CH:6]=1.[N+:14]([O-])([OH:16])=[O:15]. Product: [Cl:1][C:2]1[C:3]2[CH:10]=[C:9]([O:11][CH3:12])[C:8]([OH:13])=[C:7]([N+:14]([O-:16])=[O:15])[C:4]=2[S:5][CH:6]=1. The catalyst class is: 866. (6) The catalyst class is: 7. Product: [C:10]([N:2]([CH3:1])[OH:3])([O:12][C:13]([CH3:16])([CH3:15])[CH3:14])=[O:11]. Reactant: [CH3:1][NH:2][OH:3].C(=O)([O-])[O-].[K+].[K+].[C:10](O[C:10]([O:12][C:13]([CH3:16])([CH3:15])[CH3:14])=[O:11])([O:12][C:13]([CH3:16])([CH3:15])[CH3:14])=[O:11]. (7) Reactant: CON(C)[C:4]([C:6]1([CH3:9])[CH2:8][CH2:7]1)=[O:5].[CH2:11]([Mg]Br)[CH:12]=[CH2:13]. Product: [CH3:9][C:6]1([C:4](=[O:5])[CH2:13][CH:12]=[CH2:11])[CH2:8][CH2:7]1. The catalyst class is: 7. (8) Reactant: [Br:1][C:2]1[CH:27]=[C:26]([CH:28]=[O:29])[C:25]([OH:30])=[CH:24][C:3]=1[O:4][CH2:5][C:6]1[CH:13]=[CH:12][CH:11]=[C:10]([C:14]2[CH:23]=[CH:22][C:17]3[O:18][CH2:19][CH2:20][O:21][C:16]=3[CH:15]=2)[C:7]=1[C:8]#[N:9].Br[CH2:32][C:33]1[CH:34]=[C:35]([CH:38]=[CH:39][CH:40]=1)[C:36]#[N:37].C(=O)([O-])[O-].[Cs+].[Cs+].O. Product: [Br:1][C:2]1[CH:27]=[C:26]([CH:28]=[O:29])[C:25]([O:30][CH2:32][C:33]2[CH:40]=[CH:39][CH:38]=[C:35]([C:36]#[N:37])[CH:34]=2)=[CH:24][C:3]=1[O:4][CH2:5][C:6]1[CH:13]=[CH:12][CH:11]=[C:10]([C:14]2[CH:23]=[CH:22][C:17]3[O:18][CH2:19][CH2:20][O:21][C:16]=3[CH:15]=2)[C:7]=1[C:8]#[N:9]. The catalyst class is: 9. (9) Reactant: [CH3:1][C:2]1[CH:7]=[C:6]([CH3:8])[CH:5]=[C:4]([CH3:9])[C:3]=1[N:10]=[C:11]=[O:12].[NH2:13][C:14]1[CH:19]=[C:18]([S:20]([CH3:23])(=[O:22])=[O:21])[CH:17]=[CH:16][C:15]=1[C:24]([NH:26][C@@H:27]([CH:35]1[CH2:40][CH2:39][CH2:38][CH2:37][CH2:36]1)[C:28]([O:30][C:31]([CH3:34])([CH3:33])[CH3:32])=[O:29])=[O:25].CCCCCC.C(OCC)(=O)C. Product: [CH:35]1([C@H:27]([NH:26][C:24]([C:15]2[CH:16]=[CH:17][C:18]([S:20]([CH3:23])(=[O:21])=[O:22])=[CH:19][C:14]=2[NH:13][C:11]([NH:10][C:3]2[C:2]([CH3:1])=[CH:7][C:6]([CH3:8])=[CH:5][C:4]=2[CH3:9])=[O:12])=[O:25])[C:28]([O:30][C:31]([CH3:34])([CH3:33])[CH3:32])=[O:29])[CH2:36][CH2:37][CH2:38][CH2:39][CH2:40]1. The catalyst class is: 17.